From a dataset of Full USPTO retrosynthesis dataset with 1.9M reactions from patents (1976-2016). Predict the reactants needed to synthesize the given product. (1) Given the product [Cl:19][C:8]1[N:9]=[C:10]([N:13]2[CH2:18][CH2:17][O:16][CH2:15][CH2:14]2)[C:11]2[N:12]=[C:3]([CH2:2][N:27]3[CH2:28][CH2:29][CH:24]([CH:22]4[CH2:23][O:20][CH2:21]4)[CH2:25][CH2:26]3)[CH:4]=[CH:5][C:6]=2[N:7]=1, predict the reactants needed to synthesize it. The reactants are: Br[CH2:2][C:3]1[CH:4]=[CH:5][C:6]2[N:7]=[C:8]([Cl:19])[N:9]=[C:10]([N:13]3[CH2:18][CH2:17][O:16][CH2:15][CH2:14]3)[C:11]=2[N:12]=1.[O:20]1[CH2:23][CH:22]([CH:24]2[CH2:29][CH2:28][NH:27][CH2:26][CH2:25]2)[CH2:21]1. (2) Given the product [CH2:1]([O:3][C:4]([CH:6]1[CH2:7][CH2:8][N:9]([C:12]2[O:13][C:16]([CH3:17])=[N:15][N:14]=2)[CH2:10][CH2:11]1)=[O:5])[CH3:2], predict the reactants needed to synthesize it. The reactants are: [CH2:1]([O:3][C:4]([CH:6]1[CH2:11][CH2:10][N:9]([C:12]([NH:14][NH2:15])=[O:13])[CH2:8][CH2:7]1)=[O:5])[CH3:2].[C:16](OC(=O)C)(=O)[CH3:17].P(Cl)(Cl)(Cl)=O.C(=O)([O-])[O-].[Na+].[Na+]. (3) Given the product [N:18]1([NH:24][C:15]([C:5]2[CH:4]=[CH:3][C:2]([Cl:1])=[C:7]([C:8]3[CH:13]=[CH:12][CH:11]=[C:10]([Cl:14])[CH:9]=3)[N:6]=2)=[O:17])[CH2:23][CH2:22][CH2:21][CH2:20][CH2:19]1, predict the reactants needed to synthesize it. The reactants are: [Cl:1][C:2]1[CH:3]=[CH:4][C:5]([C:15]([OH:17])=O)=[N:6][C:7]=1[C:8]1[CH:13]=[CH:12][CH:11]=[C:10]([Cl:14])[CH:9]=1.[N:18]1([NH2:24])[CH2:23][CH2:22][CH2:21][CH2:20][CH2:19]1. (4) Given the product [C:1]([C:3]1[CH:8]=[CH:7][C:6]([C:9]2([C:10]#[N:11])[CH2:14][CH2:13]2)=[CH:5][CH:4]=1)#[CH:2], predict the reactants needed to synthesize it. The reactants are: [C:1]([C:3]1[CH:8]=[CH:7][C:6]([CH2:9][C:10]#[N:11])=[CH:5][CH:4]=1)#[CH:2].Br[CH2:13][CH2:14]Cl.[OH-].[Na+].O. (5) Given the product [CH2:11]([O:10][C:8]([C:3]1[N:4]=[CH:5][S:6][C:2]=1[NH:1][C:18]([NH:17][C:15](=[O:16])[C:14]([Cl:21])([Cl:20])[Cl:13])=[O:19])=[O:9])[CH3:12], predict the reactants needed to synthesize it. The reactants are: [NH2:1][C:2]1[S:6][C:5](C)=[N:4][C:3]=1[C:8]([O:10][CH2:11][CH3:12])=[O:9].[Cl:13][C:14]([Cl:21])([Cl:20])[C:15]([N:17]=[C:18]=[O:19])=[O:16].